Dataset: Experimentally validated miRNA-target interactions with 360,000+ pairs, plus equal number of negative samples. Task: Binary Classification. Given a miRNA mature sequence and a target amino acid sequence, predict their likelihood of interaction. (1) The miRNA is hsa-miR-6752-5p with sequence GGGGGGUGUGGAGCCAGGGGGC. The protein sequence of the target gene is MLSLDFLDDVRRMNKRQLYYQVLNFGMIVSSALMIWKGLMVITGSESPIVVVLSGSMEPAFHRGDLLFLTNRVEDPIRVGEIVVFRIEGREIPIVHRVLKIHEKQDGHIKFLTKGDNNAVDDRGLYKQGQHWLEKKDVVGRARGFVPYIGIVTILMNDYPKFKYAVLFLLGLFVLVHRE. Result: 0 (no interaction). (2) The miRNA is hsa-miR-1468-5p with sequence CUCCGUUUGCCUGUUUCGCUG. The protein sequence of the target gene is MGRRRRLCLQLYFLWLGCVVLWAQGTAGQPQPPPPKPPRPQPPPQQVRSATAGSEGGFLAPEYREEGAAVASRVRRRGQQDVLRGPNVCGSRFHSYCCPGWKTLPGGNQCIVPICRNSCGDGFCSRPNMCTCSSGQISSTCGSKSIQQCSVRCMNGGTCADDHCQCQKGYIGTYCGQPVCENGCQNGGRCIGPNRCACVYGFTGPQCERDYRTGPCFTQVNNQMCQGQLTGIVCTKTLCCATIGRAWGHPCEMCPAQPQPCRRGFIPNIRTGACQDVDECQAIPGICQGGNCINTVGSFE.... Result: 0 (no interaction). (3) The protein sequence of the target gene is MPECWDGEHDIETPYGLLHVVIRGSPKGNRPAILTYHDVGLNHKLCFNTFFNFEDMQEITKHFVVCHVDAPGQQVGASQFPQGYQFPSMEQLAAMLPSVVQHFGFKYVIGIGVGAGAYVLAKFALIFPDLVEGLVLVNIDPNGKGWIDWAATKLSGLTSTLPDTVLSHLFSQEELVNNTELVQSYRQQIGNVVNQANLQLFWNMYNSRRDLDINRPGTVPNAKTLRCPVMLVVGDNAPAEDGVVECNSKLDPTTTTFLKMADSGGLPQVTQPGKLTEAFKYFLQGMGYIAYLKDRRLSGG.... The miRNA is hsa-miR-329-3p with sequence AACACACCUGGUUAACCUCUUU. Result: 1 (interaction). (4) The miRNA is mmu-miR-7684-3p with sequence UGCUGACUGGGGCUGGCCUGUG. The protein sequence of the target gene is MSKTFVKSKEMGELVNTPSWMDKGLGSQNEVKEEESRPGTYGMLSSLTEEHDSIEEEEEEEEDGEKPKRRGPKKKKMTKARLERFRARRVKANARERTRMHGLNDALDNLRRVMPCYSKTQKLSKIETLRLARNYIWALSEVLETGQTPEGKGFVEMLCKGLSQPTSNLVAGCLQLGPQSVLLEKHEDKSPICDSAISVHNFNYQSPGLPSPPYGHMETHLLHLKPQVFKSLGESSFGSHLPDCSTPPYEGPLTPPLSISGNFSLKQDGSPDLEKSYSFMPHYPSSSLSSGHVHSTPFQA.... Result: 0 (no interaction).